From a dataset of Catalyst prediction with 721,799 reactions and 888 catalyst types from USPTO. Predict which catalyst facilitates the given reaction. (1) Reactant: [C:1]([C:5]1[CH:6]=[C:7]([C:19]2[S:23][C:22]([C:24]([O:26]CC)=[O:25])=[N:21][C:20]=2[CH:29]([CH:32]2[CH2:37][CH2:36][CH2:35][CH2:34][CH2:33]2)[O:30][CH3:31])[CH:8]=[CH:9][C:10]=1[S:11](=[O:18])(=[O:17])[NH:12][C:13]([CH3:16])([CH3:15])[CH3:14])([CH3:4])([CH3:3])[CH3:2].[OH-].[K+:39]. Product: [C:1]([C:5]1[CH:6]=[C:7]([C:19]2[S:23][C:22]([C:24]([O-:26])=[O:25])=[N:21][C:20]=2[CH:29]([CH:32]2[CH2:33][CH2:34][CH2:35][CH2:36][CH2:37]2)[O:30][CH3:31])[CH:8]=[CH:9][C:10]=1[S:11](=[O:18])(=[O:17])[NH:12][C:13]([CH3:16])([CH3:14])[CH3:15])([CH3:2])([CH3:3])[CH3:4].[K+:39]. The catalyst class is: 5. (2) Reactant: [NH2:1][C:2]1[N:3]([CH3:26])[C:4](=[O:25])[C:5]([C:17]2[CH:18]=[C:19]([CH:22]=[CH:23][CH:24]=2)[CH:20]=O)([C:7]2[CH:12]=[CH:11][C:10]([O:13][CH:14]([F:16])[F:15])=[CH:9][CH:8]=2)[N:6]=1.[CH:27]([NH2:30])([CH3:29])[CH3:28].[BH4-].[Na+].[OH-].[Na+]. Product: [NH2:1][C:2]1[N:3]([CH3:26])[C:4](=[O:25])[C:5]([C:7]2[CH:12]=[CH:11][C:10]([O:13][CH:14]([F:16])[F:15])=[CH:9][CH:8]=2)([C:17]2[CH:24]=[CH:23][CH:22]=[C:19]([CH2:20][NH:30][CH:27]([CH3:29])[CH3:28])[CH:18]=2)[N:6]=1. The catalyst class is: 5. (3) Reactant: CS(OCCCN1CCOCC1)(=O)=[O:3].[C:15]([O:19][C:20](=[O:29])[NH:21][C:22]1[CH:27]=[CH:26][C:25](O)=[CH:24][CH:23]=1)([CH3:18])([CH3:17])[CH3:16].C(=O)([O-])[O-].[Cs+].[Cs+]. Product: [C:15]([O:19][C:20](=[O:29])[NH:21][C:22]1[CH:27]=[CH:26][CH:25]=[C:24]([OH:3])[CH:23]=1)([CH3:18])([CH3:17])[CH3:16]. The catalyst class is: 3. (4) Reactant: [C:1]1([CH:7]2[O:12][CH2:11][CH2:10][NH:9][CH2:8]2)[CH:6]=[CH:5][CH:4]=[CH:3][CH:2]=1.[C:13](Cl)(=[O:17])[CH2:14][CH2:15][CH3:16].C(N(CC)CC)C. Product: [C:1]1([CH:7]2[CH2:8][N:9]([C:13](=[O:17])[CH2:14][CH2:15][CH3:16])[CH2:10][CH2:11][O:12]2)[CH:2]=[CH:3][CH:4]=[CH:5][CH:6]=1. The catalyst class is: 4. (5) Reactant: [C:1]1([CH:7]([OH:13])[CH2:8][CH2:9][C:10]#[C:11][CH3:12])[CH:6]=[CH:5][CH:4]=[CH:3][CH:2]=1.C[Si]([O:18][S:19]([C:22]([F:25])([F:24])[F:23])(=[O:21])=[O:20])(C)C.C([O-])(O)=O.[Na+]. Product: [F:23][C:22]([F:25])([F:24])[S:19]([O:18]/[C:11](=[C:10]1/[CH:2]([CH:1]([CH3:7])[CH3:6])[O:13][CH:7]([C:1]2[CH:6]=[CH:5][CH:4]=[CH:3][CH:2]=2)[CH2:8][CH2:9]/1)/[CH3:12])(=[O:20])=[O:21]. The catalyst class is: 268. (6) Reactant: [ClH:1].O1CCOCC1.[CH3:8][C:9]1[CH:14]=[CH:13][N:12]=[CH:11][C:10]=1[N:15]1[CH2:19][CH2:18][N:17]([C:20]2[CH:36]=[CH:35][C:23]3[N:24](COCC[Si](C)(C)C)[N:25]=[N:26][C:22]=3[CH:21]=2)[C:16]1=[O:37].CO. Product: [ClH:1].[NH:24]1[C:23]2[CH:35]=[CH:36][C:20]([N:17]3[CH2:18][CH2:19][N:15]([C:10]4[CH:11]=[N:12][CH:13]=[CH:14][C:9]=4[CH3:8])[C:16]3=[O:37])=[CH:21][C:22]=2[N:26]=[N:25]1. The catalyst class is: 2. (7) Reactant: [CH:1]1([O:5][C:6]([N:8]2[CH2:13][CH2:12][N:11]([C:14](=[O:36])[C@@H:15]([NH:25]C(OCC3C=CC=CC=3)=O)[CH2:16][CH2:17][C:18]([O:20][C:21]([CH3:24])([CH3:23])[CH3:22])=[O:19])[CH2:10][CH2:9]2)=[O:7])[CH2:4][CH2:3][CH2:2]1. Product: [CH:1]1([O:5][C:6]([N:8]2[CH2:13][CH2:12][N:11]([C:14](=[O:36])[C@@H:15]([NH2:25])[CH2:16][CH2:17][C:18]([O:20][C:21]([CH3:22])([CH3:23])[CH3:24])=[O:19])[CH2:10][CH2:9]2)=[O:7])[CH2:4][CH2:3][CH2:2]1. The catalyst class is: 78.